Dataset: Catalyst prediction with 721,799 reactions and 888 catalyst types from USPTO. Task: Predict which catalyst facilitates the given reaction. Reactant: [Cl:1][C:2]1[C:7]([C:8]([F:11])([F:10])[F:9])=[CH:6][CH:5]=[CH:4][C:3]=1[CH2:12][C:13]([N:15]1[C:23]2[C:18](=[CH:19][CH:20]=[C:21]([N:24]3[CH2:29][C@H:28]([CH3:30])[N:27]([CH3:31])[C@H:26]([CH3:32])[CH2:25]3)[CH:22]=2)[CH2:17][CH2:16]1)=[O:14].ClC1C(=O)C(C#N)=C(C#N)C(=O)C=1Cl. Product: [Cl:1][C:2]1[C:7]([C:8]([F:11])([F:10])[F:9])=[CH:6][CH:5]=[CH:4][C:3]=1[CH2:12][C:13]([N:15]1[C:23]2[C:18](=[CH:19][CH:20]=[C:21]([N:24]3[CH2:25][C@H:26]([CH3:32])[N:27]([CH3:31])[C@H:28]([CH3:30])[CH2:29]3)[CH:22]=2)[CH:17]=[CH:16]1)=[O:14]. The catalyst class is: 2.